From a dataset of Forward reaction prediction with 1.9M reactions from USPTO patents (1976-2016). Predict the product of the given reaction. (1) Given the reactants [C:1]([OH:10])(=[O:9])[C@@H:2]([C@H:4]([C:6]([OH:8])=[O:7])[OH:5])[OH:3].[CH3:11][C@@H:12]([NH:22][CH2:23][C@H:24]([OH:35])[C:25]1[CH:26]=[CH:27][C:28]([OH:34])=[C:29]([NH:31][CH:32]=[O:33])[CH:30]=1)[CH2:13][C:14]1[CH:15]=[CH:16][C:17]([O:20][CH3:21])=[CH:18][CH:19]=1, predict the reaction product. The product is: [CH3:11][C@@H:12]([NH:22][CH2:23][C@H:24]([OH:35])[C:25]1[CH:26]=[CH:27][C:28]([OH:34])=[C:29]([NH:31][CH:32]=[O:33])[CH:30]=1)[CH2:13][C:14]1[CH:15]=[CH:16][C:17]([O:20][CH3:21])=[CH:18][CH:19]=1.[C:6]([C@@H:4]([C@H:2]([C:1]([O-:10])=[O:9])[OH:3])[OH:5])([O-:8])=[O:7]. (2) Given the reactants [CH3:1][C:2]1[O:6][N:5]=[C:4]([C:7]2[CH:12]=[CH:11][CH:10]=[CH:9][CH:8]=2)[C:3]=1[CH2:13][O:14][C:15]1[N:16]=[CH:17][C:18]([C:21]([OH:23])=O)=[N:19][CH:20]=1.[C:24]([NH2:28])([CH3:27])([CH3:26])[CH3:25], predict the reaction product. The product is: [C:24]([NH:28][C:21]([C:18]1[CH:17]=[N:16][C:15]([O:14][CH2:13][C:3]2[C:4]([C:7]3[CH:8]=[CH:9][CH:10]=[CH:11][CH:12]=3)=[N:5][O:6][C:2]=2[CH3:1])=[CH:20][N:19]=1)=[O:23])([CH3:27])([CH3:26])[CH3:25]. (3) Given the reactants [CH3:1][O:2][C:3](=[O:27])[C:4]([N:6]([C:21]1[CH:26]=[CH:25][CH:24]=[CH:23][CH:22]=1)[C:7]1[C:12]([C:13](=[O:16])[CH2:14][CH3:15])=[CH:11][CH:10]=[C:9]([C:17]([F:20])([F:19])[F:18])[N:8]=1)=O.CO.C(=O)([O-])[O-].[K+].[K+], predict the reaction product. The product is: [CH3:1][O:2][C:3]([C:4]1[N:6]([C:21]2[CH:26]=[CH:25][CH:24]=[CH:23][CH:22]=2)[C:7]2[C:12]([C:13](=[O:16])[C:14]=1[CH3:15])=[CH:11][CH:10]=[C:9]([C:17]([F:20])([F:19])[F:18])[N:8]=2)=[O:27].